Dataset: Full USPTO retrosynthesis dataset with 1.9M reactions from patents (1976-2016). Task: Predict the reactants needed to synthesize the given product. (1) Given the product [CH2:15]([O:17][C:18](=[O:21])[CH2:19][NH:20][C:7]1[S:6][C:5]([C:3]([O:2][CH3:1])=[O:4])=[CH:9][C:8]=1[N+:10]([O-:12])=[O:11])[CH3:16], predict the reactants needed to synthesize it. The reactants are: [CH3:1][O:2][C:3]([C:5]1[S:6][C:7](Cl)=[C:8]([N+:10]([O-:12])=[O:11])[CH:9]=1)=[O:4].Cl.[CH2:15]([O:17][C:18](=[O:21])[CH2:19][NH2:20])[CH3:16].C(=O)([O-])[O-].[K+].[K+]. (2) Given the product [CH2:1]([C:3]1[CH:8]=[C:7]([CH:9]=[O:10])[CH:6]=[C:5]([CH3:11])[N:4]=1)[CH3:2], predict the reactants needed to synthesize it. The reactants are: [CH2:1]([C:3]1[CH:8]=[C:7]([CH2:9][OH:10])[CH:6]=[C:5]([CH3:11])[N:4]=1)[CH3:2]. (3) Given the product [Cl:1][C:2]1[CH:7]=[C:6]([Cl:8])[C:5]([F:9])=[CH:4][C:3]=1[CH:10]1[NH:11][CH2:12][CH2:13][N:14]([C:17]2[C:26]3[C:21](=[CH:22][C:23]([O:29][CH3:30])=[C:24]([O:27][CH3:28])[CH:25]=3)[N:20]=[CH:19][N:18]=2)[CH2:15]1, predict the reactants needed to synthesize it. The reactants are: [Cl:1][C:2]1[CH:7]=[C:6]([Cl:8])[C:5]([F:9])=[CH:4][C:3]=1[CH:10]1[CH2:15][NH:14][CH2:13][CH2:12][NH:11]1.Cl[C:17]1[C:26]2[C:21](=[CH:22][C:23]([O:29][CH3:30])=[C:24]([O:27][CH3:28])[CH:25]=2)[N:20]=[CH:19][N:18]=1. (4) Given the product [CH3:11][N:8]1[C:9]2[C:5](=[CH:4][CH:3]=[C:2]([C:19]3[CH:18]=[N:17][N:16]([CH3:15])[CH:20]=3)[CH:10]=2)[C:6]([CH3:14])([CH3:13])[C:7]1=[O:12], predict the reactants needed to synthesize it. The reactants are: Br[C:2]1[CH:10]=[C:9]2[C:5]([C:6]([CH3:14])([CH3:13])[C:7](=[O:12])[N:8]2[CH3:11])=[CH:4][CH:3]=1.[CH3:15][N:16]1[CH:20]=[C:19](B2OC(C)(C)C(C)(C)O2)[CH:18]=[N:17]1.C(=O)([O-])[O-].[Na+].[Na+].C1(P(C2C=CC=CC=2)C2C=CC=CC=2)C=CC=CC=1.